This data is from Reaction yield outcomes from USPTO patents with 853,638 reactions. The task is: Predict the reaction yield, written as a fraction of the theoretical maximum amount of product (1.0 means a 100% yield; for example, 0.34 means a 34% yield). (1) The catalyst is C([O-])(=O)C.[Cu+2].C([O-])(=O)C.C(Cl)Cl. The yield is 0.290. The reactants are C(N(CC)CC)C.[F:8][C:9]1[CH:14]=[CH:13][C:12]([CH3:15])=[CH:11][C:10]=1[OH:16].[C:17]1(B(O)O)[CH:22]=[CH:21][CH:20]=[CH:19][CH:18]=1. The product is [F:8][C:9]1[CH:14]=[CH:13][C:12]([CH3:15])=[CH:11][C:10]=1[O:16][C:17]1[CH:22]=[CH:21][CH:20]=[CH:19][CH:18]=1. (2) The reactants are [CH2:1]([CH:4]([CH2:15][CH:16]=[CH2:17])[CH2:5][O:6][SiH2:7][C:8]1[CH:13]=[CH:12][C:11](I)=[CH:10][CH:9]=1)[CH:2]=[CH2:3].C([Mg]Cl)(C)C.C(C(CC=C)CO[SiH2]C1C=CC([Mg]Cl)=CC=1)C=C.C(O[B:45]1[O:49][C:48]([CH3:51])([CH3:50])[C:47]([CH3:53])([CH3:52])[O:46]1)(C)C. The catalyst is O.C1COCC1. The product is [CH2:1]([CH:4]([CH2:15][CH:16]=[CH2:17])[CH2:5][O:6][SiH2:7][C:8]1[CH:13]=[CH:12][C:11]([B:45]2[O:49][C:48]([CH3:51])([CH3:50])[C:47]([CH3:53])([CH3:52])[O:46]2)=[CH:10][CH:9]=1)[CH:2]=[CH2:3]. The yield is 0.750. (3) The catalyst is C1(C)C=CC=CC=1.C(O)C.CCOC(C)=O.C1C=CC(P(C2C=CC=CC=2)[C-]2C=CC=C2)=CC=1.C1C=CC(P(C2C=CC=CC=2)[C-]2C=CC=C2)=CC=1.Cl[Pd]Cl.[Fe+2]. The product is [Cl:18][C:12]1[CH:13]=[C:14]([Cl:17])[CH:15]=[CH:16][C:11]=1[C:9]([C:7]1[O:8][C:4]2[CH:3]=[C:2]([C:31]3[CH:32]=[C:33]([CH:40]=[CH:41][CH:42]=3)[CH2:34][NH:35][S:36]([CH3:39])(=[O:38])=[O:37])[CH:22]=[CH:21][C:5]=2[C:6]=1[O:19][CH3:20])=[O:10]. The yield is 0.290. The reactants are Br[C:2]1[CH:22]=[CH:21][C:5]2[C:6]([O:19][CH3:20])=[C:7]([C:9]([C:11]3[CH:16]=[CH:15][C:14]([Cl:17])=[CH:13][C:12]=3[Cl:18])=[O:10])[O:8][C:4]=2[CH:3]=1.CC1(C)C(C)(C)OB([C:31]2[CH:32]=[C:33]([CH:40]=[CH:41][CH:42]=2)[CH2:34][NH:35][S:36]([CH3:39])(=[O:38])=[O:37])O1.C(=O)([O-])[O-].[Na+].[Na+]. (4) The reactants are [F:1][C:2]([F:22])([F:21])[O:3][C:4]1[CH:9]=[CH:8][CH:7]=[CH:6][C:5]=1[S:10]([C:13]1[CH:20]=[CH:19][C:16]([C:17]#[N:18])=[CH:15][CH:14]=1)(=[O:12])=[O:11].B. The catalyst is C1COCC1. The product is [F:22][C:2]([F:1])([F:21])[O:3][C:4]1[CH:9]=[CH:8][CH:7]=[CH:6][C:5]=1[S:10]([C:13]1[CH:20]=[CH:19][C:16]([CH2:17][NH2:18])=[CH:15][CH:14]=1)(=[O:12])=[O:11]. The yield is 0.460.